Dataset: Full USPTO retrosynthesis dataset with 1.9M reactions from patents (1976-2016). Task: Predict the reactants needed to synthesize the given product. Given the product [F:41][C:29]([F:28])([F:40])[C:30]1[CH:31]=[C:32]([S:36]([NH:24][CH2:23][CH2:22][CH2:21][CH2:20][C@@H:19]([C:25]([OH:27])=[O:26])[NH:18][C:16]([O:15][CH2:14][CH:12]2[C:11]3[CH:10]=[CH:9][CH:8]=[CH:7][C:6]=3[C:5]3[C:13]2=[CH:1][CH:2]=[CH:3][CH:4]=3)=[O:17])(=[O:37])=[O:38])[CH:33]=[CH:34][CH:35]=1, predict the reactants needed to synthesize it. The reactants are: [CH:1]1[C:13]2[CH:12]([CH2:14][O:15][C:16]([NH:18][C@H:19]([C:25]([OH:27])=[O:26])[CH2:20][CH2:21][CH2:22][CH2:23][NH2:24])=[O:17])[C:11]3[C:6](=[CH:7][CH:8]=[CH:9][CH:10]=3)[C:5]=2[CH:4]=[CH:3][CH:2]=1.[F:28][C:29]([F:41])([F:40])[C:30]1[CH:31]=[C:32]([S:36](Cl)(=[O:38])=[O:37])[CH:33]=[CH:34][CH:35]=1.